This data is from Reaction yield outcomes from USPTO patents with 853,638 reactions. The task is: Predict the reaction yield, written as a fraction of the theoretical maximum amount of product (1.0 means a 100% yield; for example, 0.34 means a 34% yield). (1) The reactants are [H-].[Na+].[F:3][C:4]([F:11])([F:10])[C:5]([O:7]CC)=O.[C:12]([C:15]1[CH:28]=[CH:27][C:26]2[C:25]3[C:20](=[CH:21][CH:22]=[CH:23][CH:24]=3)[CH:19]=[CH:18][C:17]=2[CH:16]=1)(=[O:14])[CH3:13]. The catalyst is O1CCCC1. The product is [F:11][C:4]([F:3])([F:10])[C:5](=[O:7])[CH:13]=[C:12]([OH:14])[C:15]1[CH:28]=[CH:27][C:26]2[C:25]3[C:20](=[CH:21][CH:22]=[CH:23][CH:24]=3)[CH:19]=[CH:18][C:17]=2[CH:16]=1. The yield is 0.900. (2) The yield is 0.920. The catalyst is ClC(Cl)C.ClCCl. The product is [I:1][C:2]1[C:6]([CH2:7][N:26]([CH3:27])[CH2:25][CH2:24][N:16]([CH3:15])[C:17](=[O:23])[O:18][C:19]([CH3:20])([CH3:21])[CH3:22])=[CH:5][N:4]([CH:9]2[CH2:14][CH2:13][CH2:12][CH2:11][O:10]2)[N:3]=1. The reactants are [I:1][C:2]1[C:6]([CH:7]=O)=[CH:5][N:4]([CH:9]2[CH2:14][CH2:13][CH2:12][CH2:11][O:10]2)[N:3]=1.[CH3:15][N:16]([CH2:24][CH2:25][NH:26][CH3:27])[C:17](=[O:23])[O:18][C:19]([CH3:22])([CH3:21])[CH3:20].[BH-](OC(C)=O)(OC(C)=O)OC(C)=O.[Na+]. (3) The reactants are Br[C:2]1[CH:3]=[C:4]([N+:14]([O-:16])=[O:15])[C:5]([C:8]2[CH:13]=[CH:12][CH:11]=[CH:10][CH:9]=2)=[N:6][CH:7]=1.[F:17][C:18]1[N:23]=[CH:22][C:21](B(O)O)=[CH:20][CH:19]=1.C(=O)([O-])[O-].[K+].[K+].O. The catalyst is CN(C=O)C.[Cu]I. The product is [F:17][C:18]1[N:23]=[CH:22][C:21]([C:2]2[CH:7]=[N:6][C:5]([C:8]3[CH:13]=[CH:12][CH:11]=[CH:10][CH:9]=3)=[C:4]([N+:14]([O-:16])=[O:15])[CH:3]=2)=[CH:20][CH:19]=1. The yield is 0.567. (4) The reactants are Br[C:2]1[CH:3]=[CH:4][C:5](=[O:10])[N:6]([CH2:8][CH3:9])[CH:7]=1.[Cl:11][C:12]1[N:17]=[CH:16][C:15](B(O)O)=[CH:14][CH:13]=1.C([O-])([O-])=O.[Cs+].[Cs+]. The catalyst is O1CCOCC1.O.C1C=CC([P]([Pd]([P](C2C=CC=CC=2)(C2C=CC=CC=2)C2C=CC=CC=2)([P](C2C=CC=CC=2)(C2C=CC=CC=2)C2C=CC=CC=2)[P](C2C=CC=CC=2)(C2C=CC=CC=2)C2C=CC=CC=2)(C2C=CC=CC=2)C2C=CC=CC=2)=CC=1. The product is [Cl:11][C:12]1[N:17]=[CH:16][C:15]([C:2]2[CH:3]=[CH:4][C:5](=[O:10])[N:6]([CH2:8][CH3:9])[CH:7]=2)=[CH:14][CH:13]=1. The yield is 0.510. (5) The reactants are [Cl:1][C:2]1[N:3]=[CH:4][C:5]2[NH:11][C:10](=O)[C:9]([CH3:14])([CH3:13])[CH2:8][N:7]([CH:15]3[CH2:19][CH2:18][CH2:17][CH2:16]3)[C:6]=2[N:20]=1.[NH2:21][NH2:22].O1CCC[CH2:24]1.C([O-])(O)=O.[Na+]. The catalyst is P(Cl)(Cl)(Cl)=O. The product is [Cl:1][C:2]1[N:3]=[CH:4][C:5]2[N:11]3[C:10]([C:9]([CH3:14])([CH3:13])[CH2:8][N:7]([CH:15]4[CH2:19][CH2:18][CH2:17][CH2:16]4)[C:6]=2[N:20]=1)=[N:22][N:21]=[CH:24]3. The yield is 0.690. (6) The reactants are [O:1]=[C:2]1[C:11]2[C:6](=[CH:7][CH:8]=[CH:9][CH:10]=2)[NH:5][CH:4]=[C:3]1[C:12]([NH:14][C:15]1[CH:23]=[C:22]2[C:18]([CH:19]=[CH:20][NH:21]2)=[CH:17][C:16]=1[C:24](O)=[O:25])=[O:13].CN(C(ON1N=NC2C=CC=NC1=2)=[N+](C)C)C.F[P-](F)(F)(F)(F)F.CCN(C(C)C)C(C)C.[CH2:60]([NH2:64])[CH:61]([CH3:63])[CH3:62]. The catalyst is CN(C=O)C. The product is [CH2:60]([NH:64][C:24]([C:16]1[CH:17]=[C:18]2[C:22](=[CH:23][C:15]=1[NH:14][C:12]([C:3]1[C:2](=[O:1])[C:11]3[C:6](=[CH:7][CH:8]=[CH:9][CH:10]=3)[NH:5][CH:4]=1)=[O:13])[NH:21][CH:20]=[CH:19]2)=[O:25])[CH:61]([CH3:63])[CH3:62]. The yield is 0.660. (7) The reactants are [C:1](#[N:3])[CH3:2].[OH2:4].[C:5]([OH:8])(=O)C.[C:9](O)(=O)[CH3:10].I[C:14]1[CH:19]=[CH:18][CH:17]=[CH:16][CH:15]=1.[C:20]([O:23][CH2:24][CH3:25])(=[O:22])C. No catalyst specified. The product is [CH3:5][O:8][C:2]([C@@:1]12[CH2:10][C@:9]1([C:14]1[CH:19]=[CH:18][CH:17]=[CH:16][CH:15]=1)[CH2:25][CH2:24][O:23][C:20](=[O:22])[NH:3]2)=[O:4]. The yield is 0.350. (8) The reactants are [CH2:1]([O:3][C:4]([C@H:6]1[CH2:11][CH2:10][C@H:9]([C:12]2[CH:17]=[CH:16][CH:15]=[C:14](OC)[N:13]=2)[CH2:8][CH2:7]1)=[O:5])[CH3:2].P(Cl)(Cl)([Cl:22])=O. The catalyst is CN(C)C=O. The product is [CH2:1]([O:3][C:4]([C@H:6]1[CH2:11][CH2:10][C@H:9]([C:12]2[CH:17]=[CH:16][CH:15]=[C:14]([Cl:22])[N:13]=2)[CH2:8][CH2:7]1)=[O:5])[CH3:2]. The yield is 0.360.